Dataset: M1 muscarinic receptor antagonist screen with 61,756 compounds. Task: Binary Classification. Given a drug SMILES string, predict its activity (active/inactive) in a high-throughput screening assay against a specified biological target. (1) The compound is O=c1n(c(=O)n(c2c1c(n1c2nnc2c1cccc2)c1ccc(OC)cc1)C)C. The result is 0 (inactive). (2) The result is 0 (inactive). The molecule is S(=O)(=O)(N1CCN(CC1)c1nc(N)c(c(c1C#N)CC#N)C#N)c1ccccc1. (3) The molecule is S(c1n(c(nn1)c1oc2c(c1)cccc2)c1ccccc1)CC(O)=O. The result is 0 (inactive). (4) The result is 1 (active). The molecule is o1c(=O)c2N(CCCc2c2c1ccc(O)c2)C(=O)CN1CCN(CC1)Cc1ccccc1. (5) The drug is Clc1c(CN2CCCN(CC(=O)NC3CCC(CC3)C)C2=O)ccc(F)c1. The result is 0 (inactive). (6) The molecule is s1c(C(=O)N2CCN(CC2)C)c(n(c1=S)c1ccccc1)N. The result is 0 (inactive). (7) The drug is Clc1cc(NC(=O)c2ccncc2)ccc1Cl. The result is 0 (inactive). (8) The molecule is s1c(cc(C(=O)Nc2sc(SCC)nn2)c1)C. The result is 0 (inactive). (9) The compound is O=C(N)CCc1c2c([nH]c1)cccc2. The result is 0 (inactive).